Dataset: Reaction yield outcomes from USPTO patents with 853,638 reactions. Task: Predict the reaction yield, written as a fraction of the theoretical maximum amount of product (1.0 means a 100% yield; for example, 0.34 means a 34% yield). (1) The yield is 0.510. The reactants are Br[C:2]1[CH:7]=[CH:6][N:5]2[N:8]=[C:9]([C:11]3[CH:16]=[CH:15][CH:14]=[C:13]([O:17][CH3:18])[CH:12]=3)[N:10]=[C:4]2[CH:3]=1.[C:19](=[O:26])([O:21][C:22]([CH3:25])([CH3:24])[CH3:23])[NH2:20].C(=O)([O-])[O-].[Cs+].[Cs+].CC1(C)C2C(=C(P(C3C=CC=CC=3)C3C=CC=CC=3)C=CC=2)OC2C(P(C3C=CC=CC=3)C3C=CC=CC=3)=CC=CC1=2. The product is [C:22]([O:21][C:19](=[O:26])[NH:20][C:2]1[CH:7]=[CH:6][N:5]2[N:8]=[C:9]([C:11]3[CH:16]=[CH:15][CH:14]=[C:13]([O:17][CH3:18])[CH:12]=3)[N:10]=[C:4]2[CH:3]=1)([CH3:25])([CH3:24])[CH3:23]. The catalyst is O1CCOCC1.CCOC(C)=O.C1C=CC(/C=C/C(/C=C/C2C=CC=CC=2)=O)=CC=1.C1C=CC(/C=C/C(/C=C/C2C=CC=CC=2)=O)=CC=1.C1C=CC(/C=C/C(/C=C/C2C=CC=CC=2)=O)=CC=1.[Pd].[Pd]. (2) The reactants are [OH:1][C:2]1[C:3]([O:27][CH3:28])=[C:4]2[C:9]([NH:10][C:11]3[CH:16]=[CH:15][C:14]([O:17][C:18]4[CH:23]=[CH:22][CH:21]=[CH:20][CH:19]=4)=[CH:13][CH:12]=3)=[C:8]([C:24]#[N:25])[CH:7]=[N:6][N:5]2[CH:26]=1.S(OC)(O[CH3:33])(=O)=O.C([O-])([O-])=O.[K+].[K+].C(Cl)Cl. The catalyst is CC(C)=O. The product is [CH3:28][O:27][C:3]1[C:2]([O:1][CH3:33])=[CH:26][N:5]2[C:4]=1[C:9]([NH:10][C:11]1[CH:12]=[CH:13][C:14]([O:17][C:18]3[CH:23]=[CH:22][CH:21]=[CH:20][CH:19]=3)=[CH:15][CH:16]=1)=[C:8]([C:24]#[N:25])[CH:7]=[N:6]2. The yield is 0.880. (3) The reactants are [OH:1][C:2]1[CH:6]=[C:5]([CH3:7])[N:4]([C:8]([O:10][CH3:11])=[O:9])[N:3]=1.C(=O)([O-])[O-].[K+].[K+].[Cl:18][C:19]1[CH:20]=[C:21]([C:27]([F:30])([F:29])[F:28])[CH:22]=[C:23]([F:26])[C:24]=1F.Cl. The catalyst is CS(C)=O. The product is [Cl:18][C:19]1[CH:20]=[C:21]([C:27]([F:28])([F:29])[F:30])[CH:22]=[C:23]([F:26])[C:24]=1[O:1][C:2]1[CH:6]=[C:5]([CH3:7])[N:4]([C:8]([O:10][CH3:11])=[O:9])[N:3]=1. The yield is 0.454. (4) The reactants are Cl[CH:2]([CH:14]1[CH2:19][CH2:18][CH2:17][CH2:16][CH2:15]1)[C:3]1[O:4][C:5]2[CH:12]=[CH:11][C:10]([CH3:13])=[CH:9][C:6]=2[C:7]=1[CH3:8].[NH2:20][C:21]1[CH:26]=[CH:25][C:24]([C:27]([NH:29][CH2:30][CH2:31][C:32]([O:34]CC)=[O:33])=[O:28])=[CH:23][CH:22]=1.[I-].[Na+].C(=O)([O-])[O-].[Na+].[Na+].Cl. The catalyst is C(O)C.O1CCCC1.CN(C)C=O. The product is [CH:14]1([CH:2]([NH:20][C:21]2[CH:22]=[CH:23][C:24]([C:27]([NH:29][CH2:30][CH2:31][C:32]([OH:34])=[O:33])=[O:28])=[CH:25][CH:26]=2)[C:3]2[O:4][C:5]3[CH:12]=[CH:11][C:10]([CH3:13])=[CH:9][C:6]=3[C:7]=2[CH3:8])[CH2:19][CH2:18][CH2:17][CH2:16][CH2:15]1. The yield is 0.670. (5) The reactants are [C:1]([O:9][CH2:10][CH3:11])(=[O:8])[CH2:2][C:3]([O:5][CH2:6][CH3:7])=[O:4].[C:12](#[N:15])[CH:13]=[CH2:14].Cl. The catalyst is CO.O1CCOCC1. The product is [C:12]([CH2:13][CH2:14][C:2]([CH2:14][CH2:13][C:12]#[N:15])([C:3]([O:5][CH2:6][CH3:7])=[O:4])[C:1]([O:9][CH2:10][CH3:11])=[O:8])#[N:15]. The yield is 0.758.